This data is from Forward reaction prediction with 1.9M reactions from USPTO patents (1976-2016). The task is: Predict the product of the given reaction. (1) Given the reactants [C:1]([N:4]1[CH2:9][CH2:8][C:7]2[N:10](C3CCOCC3)[N:11]=[C:12]([N:13]3[C:22]4[C:17](=[CH:18][C:19](Br)=[C:20]([C:23]#N)[CH:21]=4)CCC3)[C:6]=2[CH2:5]1)(=[O:3])[CH3:2].Cl[CH:33]([C:35]1[CH:39]=[CH:38][N:37]([CH3:40])[N:36]=1)[CH3:34], predict the reaction product. The product is: [CH3:40][N:37]1[CH:38]=[CH:39][C:35]([CH:33]([N:10]2[C:7]3[CH2:8][CH2:9][N:4]([C:1](=[O:3])[CH3:2])[CH2:5][C:6]=3[C:12]([NH:13][C:22]3[CH:21]=[C:20]([CH3:23])[CH:19]=[CH:18][CH:17]=3)=[N:11]2)[CH3:34])=[N:36]1. (2) Given the reactants N#N.[CH3:3][O:4][C:5]1[CH:10]=[CH:9][C:8]([C:11]2([CH:14]=O)[CH2:13][CH2:12]2)=[CH:7][CH:6]=1.[CH2:16]([NH2:23])[C:17]1[CH:22]=[CH:21][CH:20]=[CH:19][CH:18]=1.[C:24]1([N+:30]#[C-:31])[CH2:29][CH2:28][CH2:27][CH2:26][CH:25]=1.[CH:32](O)=[O:33].C[OH:36], predict the reaction product. The product is: [CH2:16]([N:23]([CH:14]([C:11]1([C:8]2[CH:7]=[CH:6][C:5]([O:4][CH3:3])=[CH:10][CH:9]=2)[CH2:12][CH2:13]1)[C:31]([NH:30][C:24]1[CH2:29][CH2:28][CH2:27][CH2:26][CH:25]=1)=[O:36])[CH:32]=[O:33])[C:17]1[CH:22]=[CH:21][CH:20]=[CH:19][CH:18]=1. (3) Given the reactants [NH2:1][C:2]1[C:6]2[C:7]([C:27]3[CH:32]=[CH:31][C:30]([O:33][C:34]4[CH:39]=[CH:38][CH:37]=[CH:36][CH:35]=4)=[CH:29][CH:28]=3)=[N:8][C:9]([CH:11]3[CH2:16][CH2:15][N:14](C(OCC4C=CC=CC=4)=O)[CH2:13][CH2:12]3)=[CH:10][C:5]=2[NH:4][N:3]=1.Cl, predict the reaction product. The product is: [O:33]([C:30]1[CH:29]=[CH:28][C:27]([C:7]2[C:6]3[C:2]([NH2:1])=[N:3][NH:4][C:5]=3[CH:10]=[C:9]([CH:11]3[CH2:16][CH2:15][NH:14][CH2:13][CH2:12]3)[N:8]=2)=[CH:32][CH:31]=1)[C:34]1[CH:39]=[CH:38][CH:37]=[CH:36][CH:35]=1. (4) The product is: [Cl:1][C:2]1[C:7]([O:8][CH3:9])=[CH:6][C:5]([O:10][CH3:11])=[CH:4][C:3]=1[C:12]1[C:23](=[O:24])[N:22]([CH2:26][CH2:27][C:28]2[CH:29]=[CH:30][C:31]([NH:34][C:35](=[O:41])[O:36][C:37]([CH3:40])([CH3:39])[CH3:38])=[CH:32][CH:33]=2)[C:15]2[N:16]=[C:17]([S:20][CH3:21])[N:18]=[CH:19][C:14]=2[CH:13]=1. Given the reactants [Cl:1][C:2]1[C:7]([O:8][CH3:9])=[CH:6][C:5]([O:10][CH3:11])=[CH:4][C:3]=1[C:12]1[C:23](=[O:24])[NH:22][C:15]2[N:16]=[C:17]([S:20][CH3:21])[N:18]=[CH:19][C:14]=2[CH:13]=1.I[CH2:26][CH2:27][C:28]1[CH:33]=[CH:32][C:31]([NH:34][C:35](=[O:41])[O:36][C:37]([CH3:40])([CH3:39])[CH3:38])=[CH:30][CH:29]=1, predict the reaction product. (5) Given the reactants [Li]CCCC.CCCCCC.[CH3:12][C:13]1[CH2:14][C:15]2[C:20]([CH:21]=1)=[C:19]([C:22]1[CH:27]=[CH:26][CH:25]=[CH:24][CH:23]=1)[CH:18]=[CH:17][CH:16]=2.[Cl:28][Si:29](Cl)([CH3:31])[CH3:30], predict the reaction product. The product is: [Cl:28][Si:29]([CH:14]1[C:15]2[C:20](=[C:19]([C:22]3[CH:27]=[CH:26][CH:25]=[CH:24][CH:23]=3)[CH:18]=[CH:17][CH:16]=2)[CH:21]=[C:13]1[CH3:12])([CH3:31])[CH3:30]. (6) Given the reactants [NH:1]1[CH2:6][CH2:5][NH:4][CH2:3][CH2:2]1.[C:7](#[N:10])[CH:8]=[CH2:9], predict the reaction product. The product is: [N:1]1([CH2:9][CH2:8][C:7]#[N:10])[CH2:6][CH2:5][N:4]([CH2:9][CH2:8][C:7]#[N:10])[CH2:3][CH2:2]1. (7) Given the reactants F[C:2]1[N:7]=[CH:6][C:5]([C:8]2[N:13]=[CH:12][CH:11]=[CH:10][N:9]=2)=[CH:4][CH:3]=1.[O:14]1CCOCC1.Cl, predict the reaction product. The product is: [N:9]1[CH:10]=[CH:11][CH:12]=[N:13][C:8]=1[C:5]1[CH:4]=[CH:3][C:2](=[O:14])[NH:7][CH:6]=1. (8) Given the reactants [Cl:1][C:2]1[CH:3]=[C:4]([C@@H:12]([CH2:22][CH:23]2[CH2:27][CH2:26][CH2:25][CH2:24]2)[C:13]([NH:15][C:16]2[CH:20]=[CH:19][N:18]([CH3:21])[N:17]=2)=[O:14])[CH:5]=[CH:6][C:7]=1[S:8]([CH3:11])(=[O:10])=[O:9].C(Cl)(=O)C(Cl)=O.N1C(C)=CC=CC=1C.[C:42]([O:46][C:47](=[O:56])[CH:48](N1C=CC(N)=N1)C)([CH3:45])([CH3:44])[CH3:43], predict the reaction product. The product is: [C:42]([O:46][C:47](=[O:56])[CH2:48][CH2:21][N:18]1[CH:19]=[CH:20][C:16]([NH:15][C:13](=[O:14])[C@@H:12]([C:4]2[CH:5]=[CH:6][C:7]([S:8]([CH3:11])(=[O:10])=[O:9])=[C:2]([Cl:1])[CH:3]=2)[CH2:22][CH:23]2[CH2:24][CH2:25][CH2:26][CH2:27]2)=[N:17]1)([CH3:45])([CH3:44])[CH3:43].